From a dataset of Reaction yield outcomes from USPTO patents with 853,638 reactions. Predict the reaction yield, written as a fraction of the theoretical maximum amount of product (1.0 means a 100% yield; for example, 0.34 means a 34% yield). (1) The reactants are B([C:4]1[CH:12]=[CH:11][C:7]([C:8]([OH:10])=[O:9])=[C:6]([F:13])[CH:5]=1)(O)O.C([O-])([O-])=O.[K+].[K+].Br[C:21]1[N:22]=[CH:23][C:24]2[N:25]([C:27]([C:30]3[CH:37]=[CH:36][C:33]([C:34]#[N:35])=[CH:32][CH:31]=3)=[CH:28][N:29]=2)[CH:26]=1. The catalyst is CN(C=O)C.O.C1C=CC(P(C2C=CC=CC=2)[C-]2C=CC=C2)=CC=1.C1C=CC(P(C2C=CC=CC=2)[C-]2C=CC=C2)=CC=1.Cl[Pd]Cl.[Fe+2]. The product is [C:34]([C:33]1[CH:36]=[CH:37][C:30]([C:27]2[N:25]3[CH:26]=[C:21]([C:5]4[C:6]([F:13])=[C:7]([CH:11]=[CH:12][CH:4]=4)[C:8]([OH:10])=[O:9])[N:22]=[CH:23][C:24]3=[N:29][CH:28]=2)=[CH:31][CH:32]=1)#[N:35]. The yield is 0.670. (2) The reactants are [CH:1]1([CH2:6][OH:7])[CH2:5][CH2:4][CH2:3][CH2:2]1.F[C:9]1[CH:10]=[C:11]([CH3:18])[CH:12]=[CH:13][C:14]=1[N+:15]([O-:17])=[O:16].[CH:19]1([CH2:24][O:25][C:26]2[CH:32]=[C:31]([CH3:33])[CH:30]=[CH:29][C:27]=2[NH2:28])[CH2:23][CH2:22][CH2:21][CH2:20]1.[NH2:34][C:35]1[S:36][CH:37]=[CH:38][N:39]=1. No catalyst specified. The product is [CH:1]1([CH2:6][O:7][C:9]2[CH:10]=[C:11]([CH3:18])[CH:12]=[CH:13][C:14]=2[N+:15]([O-:17])=[O:16])[CH2:5][CH2:4][CH2:3][CH2:2]1.[CH:19]1([CH2:24][O:25][C:26]2[CH:32]=[C:31]([CH3:33])[CH:30]=[CH:29][C:27]=2[NH:28][C:6]([NH:34][C:35]2[S:36][CH:37]=[CH:38][N:39]=2)=[O:7])[CH2:20][CH2:21][CH2:22][CH2:23]1. The yield is 0.700. (3) The reactants are O1CCO[CH:2]1[C:6]1[CH:11]=[C:10]([O:12][CH3:13])[CH:9]=[CH:8][C:7]=1[C@H:14]([C:21]1[CH:30]=[CH:29][C:28]2[C:23](=[CH:24][CH:25]=[CH:26][CH:27]=2)[CH:22]=1)[CH2:15][NH:16][C:17](=[O:20])[O:18][CH3:19].Cl. The yield is 0.600. The catalyst is O1CCOCC1.C(O)C.FC(F)(F)C(O)=O.[Pd]. The product is [CH3:13][O:12][C:10]1[CH:11]=[C:6]2[C:7]([C@H:14]([C:21]3[CH:30]=[CH:29][C:28]4[C:23](=[CH:24][CH:25]=[CH:26][CH:27]=4)[CH:22]=3)[CH2:15][N:16]([C:17]([O:18][CH3:19])=[O:20])[CH2:2]2)=[CH:8][CH:9]=1. (4) The reactants are [CH:1]([Mg]Br)=[CH2:2].[Cl:5][CH2:6][CH2:7][C:8]([C:10]1[CH:15]=[CH:14][CH:13]=[CH:12][CH:11]=1)=[O:9]. The catalyst is C1COCC1. The product is [Cl:5][CH2:6][CH2:7][C:8]([C:10]1[CH:15]=[CH:14][CH:13]=[CH:12][CH:11]=1)([OH:9])[CH:1]=[CH2:2]. The yield is 0.940. (5) The reactants are [CH:1]1=[CH:2][CH:3]=[CH:4][CH2:5][CH2:6][CH2:7]1.I([O-])(=O)(=O)=O.C([N+](CCCC)(CCCC)CCCC)CCC.[OH:30][NH:31][C:32](=[O:38])[O:33][C:34]([CH3:37])([CH3:36])[CH3:35]. The catalyst is C(Cl)Cl.CO. The product is [CH:2]12[CH:1]=[CH:7][CH:6]([O:30][N:31]1[C:32]([O:33][C:34]([CH3:37])([CH3:36])[CH3:35])=[O:38])[CH2:5][CH2:4][CH2:3]2. The yield is 0.640. (6) The reactants are C1(C[O:8][C:9]2[CH:10]=[C:11]([CH:16]=[C:17]([O:19][C:20]3[CH:25]=[CH:24][C:23]([S:26]([CH3:29])(=[O:28])=[O:27])=[CH:22][CH:21]=3)[CH:18]=2)[C:12]([O:14][CH3:15])=[O:13])C=CC=CC=1. The catalyst is C1COCC1.[Pd]. The product is [OH:8][C:9]1[CH:10]=[C:11]([CH:16]=[C:17]([O:19][C:20]2[CH:25]=[CH:24][C:23]([S:26]([CH3:29])(=[O:28])=[O:27])=[CH:22][CH:21]=2)[CH:18]=1)[C:12]([O:14][CH3:15])=[O:13]. The yield is 1.00. (7) The reactants are [CH3:1][C:2]1([CH3:34])[CH2:5][CH:4]([CH:6]([NH:23][C:24]2[CH:25]=[N:26][C:27]3[C:32]([CH:33]=2)=[CH:31][CH:30]=[CH:29][CH:28]=3)[C:7]2[CH:22]=[CH:21][C:10]([C:11]([NH:13][CH2:14][CH2:15][C:16]([O:18]CC)=[O:17])=[O:12])=[CH:9][CH:8]=2)[CH2:3]1.O1CCCC1.[OH-].[Na+].Cl. The catalyst is C(OCC)(=O)C.O.CO. The product is [CH3:1][C:2]1([CH3:34])[CH2:5][CH:4]([CH:6]([NH:23][C:24]2[CH:25]=[N:26][C:27]3[C:32]([CH:33]=2)=[CH:31][CH:30]=[CH:29][CH:28]=3)[C:7]2[CH:22]=[CH:21][C:10]([C:11]([NH:13][CH2:14][CH2:15][C:16]([OH:18])=[O:17])=[O:12])=[CH:9][CH:8]=2)[CH2:3]1. The yield is 0.830. (8) The reactants are [CH3:1][C:2]1[O:6][N:5]=[C:4]([C:7]2[CH:12]=[CH:11][N:10]=[CH:9][CH:8]=2)[C:3]=1[CH2:13][O:14][C:15]1[CH:23]=[CH:22][C:18]([C:19]([OH:21])=O)=[CH:17][N:16]=1.[NH2:24][CH:25]1[CH2:30][CH2:29][O:28][CH2:27][CH2:26]1. No catalyst specified. The product is [CH3:1][C:2]1[O:6][N:5]=[C:4]([C:7]2[CH:8]=[CH:9][N:10]=[CH:11][CH:12]=2)[C:3]=1[CH2:13][O:14][C:15]1[CH:23]=[CH:22][C:18]([C:19]([NH:24][CH:25]2[CH2:30][CH2:29][O:28][CH2:27][CH2:26]2)=[O:21])=[CH:17][N:16]=1. The yield is 0.700. (9) The reactants are [CH2:1]([O:8][C:9](=[O:37])[NH:10][C@H:11]([C:15]1[CH:20]=[C:19]([C:21]2[N:25]([CH2:26][O:27][CH2:28][CH2:29][Si:30]([CH3:33])([CH3:32])[CH3:31])[N:24]=[CH:23][C:22]=2[N+:34]([O-])=O)[CH:18]=[CH:17][N:16]=1)[CH2:12][CH:13]=[CH2:14])[C:2]1[CH:7]=[CH:6][CH:5]=[CH:4][CH:3]=1.CC(O)=O.C([O-])([O-])=O.[K+].[K+].O. The catalyst is CO.[Zn]. The product is [CH2:1]([O:8][C:9](=[O:37])[NH:10][C@H:11]([C:15]1[CH:20]=[C:19]([C:21]2[N:25]([CH2:26][O:27][CH2:28][CH2:29][Si:30]([CH3:31])([CH3:33])[CH3:32])[N:24]=[CH:23][C:22]=2[NH2:34])[CH:18]=[CH:17][N:16]=1)[CH2:12][CH:13]=[CH2:14])[C:2]1[CH:7]=[CH:6][CH:5]=[CH:4][CH:3]=1. The yield is 0.630.